Dataset: Peptide-MHC class I binding affinity with 185,985 pairs from IEDB/IMGT. Task: Regression. Given a peptide amino acid sequence and an MHC pseudo amino acid sequence, predict their binding affinity value. This is MHC class I binding data. (1) The peptide sequence is VQLLGRRFV. The MHC is HLA-A02:06 with pseudo-sequence HLA-A02:06. The binding affinity (normalized) is 0.659. (2) The peptide sequence is LLFDSNEPI. The MHC is HLA-A02:03 with pseudo-sequence HLA-A02:03. The binding affinity (normalized) is 1.00. (3) The peptide sequence is GITRPTTVV. The MHC is HLA-A02:01 with pseudo-sequence HLA-A02:01. The binding affinity (normalized) is 0.